Task: Predict the reactants needed to synthesize the given product.. Dataset: Full USPTO retrosynthesis dataset with 1.9M reactions from patents (1976-2016) (1) The reactants are: [CH3:1][Li].[CH:3]1([C:9]2[CH:10]=[N:11][O:12][C:13]=2[C:14]2[CH:19]=[CH:18][C:17]([C:20](=[O:22])[CH3:21])=[CH:16][CH:15]=2)[CH2:8][CH2:7][CH2:6][CH2:5][CH2:4]1. Given the product [CH:3]1([C:9]2[CH:10]=[N:11][O:12][C:13]=2[C:14]2[CH:15]=[CH:16][C:17]([C:20]([OH:22])([CH3:1])[CH3:21])=[CH:18][CH:19]=2)[CH2:4][CH2:5][CH2:6][CH2:7][CH2:8]1, predict the reactants needed to synthesize it. (2) The reactants are: [S:1]1[CH:5]=[CH:4][C:3]([C:6]2[C:14]3[C:9](=[CH:10][CH:11]=[CH:12][CH:13]=3)[NH:8][C:7]=2[C:15]([O:17]CC)=O)=[CH:2]1.O.[NH2:21][NH2:22]. Given the product [S:1]1[CH:5]=[CH:4][C:3]([C:6]2[C:14]3[C:9](=[CH:10][CH:11]=[CH:12][CH:13]=3)[NH:8][C:7]=2[C:15]([NH:21][NH2:22])=[O:17])=[CH:2]1, predict the reactants needed to synthesize it. (3) Given the product [CH2:1]([C:3]1[CH:8]=[CH:7][CH:6]=[CH:5][C:4]=1[C:9]1[CH:14]=[CH:13][C:12]([C:15]2[O:43][N:42]=[C:22]([C:23]3[CH:32]=[C:31]4[C:26]([CH2:27][CH2:28][N:29]([CH2:33][CH2:34][C:35]([O:37][C:38]([CH3:39])([CH3:40])[CH3:41])=[O:36])[CH2:30]4)=[CH:25][CH:24]=3)[N:21]=2)=[CH:11][C:10]=1[CH2:18][O:19][CH3:20])[CH3:2], predict the reactants needed to synthesize it. The reactants are: [CH2:1]([C:3]1[CH:8]=[CH:7][CH:6]=[CH:5][C:4]=1[C:9]1[CH:14]=[CH:13][C:12]([C:15](O)=O)=[CH:11][C:10]=1[CH2:18][O:19][CH3:20])[CH3:2].[NH2:21][C:22](=[N:42][OH:43])[C:23]1[CH:32]=[C:31]2[C:26]([CH2:27][CH2:28][N:29]([CH2:33][CH2:34][C:35]([O:37][C:38]([CH3:41])([CH3:40])[CH3:39])=[O:36])[CH2:30]2)=[CH:25][CH:24]=1. (4) Given the product [Br:1][C:2]1[N:7]=[CH:6][C:5]2[C:8]([C:15]([NH:17][CH:18]3[CH2:23][CH2:22][N:21]([CH:47]4[CH2:48][O:45][CH2:46]4)[CH2:20][CH2:19]3)=[O:16])=[CH:9][N:10]([CH:11]([CH2:13][CH3:14])[CH3:12])[C:4]=2[CH:3]=1, predict the reactants needed to synthesize it. The reactants are: [Br:1][C:2]1[N:7]=[CH:6][C:5]2[C:8]([C:15]([NH:17][CH:18]3[CH2:23][CH2:22][N:21](C(OC(C)(C)C)=O)[CH2:20][CH2:19]3)=[O:16])=[CH:9][N:10]([CH:11]([CH2:13][CH3:14])[CH3:12])[C:4]=2[CH:3]=1.Cl.ClC(Cl)C.C(N(CC)C(C)C)(C)C.[O:45]1[CH2:48][C:47](=O)[CH2:46]1.C(O[BH-](OC(=O)C)OC(=O)C)(=O)C.[Na+]. (5) Given the product [OH:44][C@H:29]([CH2:30][O:31][C:32]1[CH:41]=[CH:40][C:39]([OH:42])=[C:38]2[C:33]=1[CH2:34][CH2:35][C:36](=[O:43])[NH:37]2)[CH2:28][NH:27][CH:22]1[CH2:23][CH2:24][N:19]([C:16]2[CH:15]=[CH:14][C:13]([CH:12]=[C:8]3[S:7][C:6]([NH:5][C:3](=[NH:4])[N:2]([CH3:26])[CH3:1])=[N:10][C:9]3=[O:11])=[CH:18][CH:17]=2)[CH2:20][CH2:21]1, predict the reactants needed to synthesize it. The reactants are: [CH3:1][N:2]([CH3:26])[C:3]([NH:5][C:6]1[S:7][C:8](=[CH:12][C:13]2[CH:18]=[CH:17][C:16]([N:19]3[CH2:24][CH2:23][C:22](=O)[CH2:21][CH2:20]3)=[CH:15][CH:14]=2)[C:9](=[O:11])[N:10]=1)=[NH:4].[NH2:27][CH2:28][C@H:29]([OH:44])[CH2:30][O:31][C:32]1[CH:41]=[CH:40][C:39]([OH:42])=[C:38]2[C:33]=1[CH2:34][CH2:35][C:36](=[O:43])[NH:37]2. (6) Given the product [O:1]=[C:2]1[N:6]([C:7]2[CH:12]=[CH:11][C:10]([N:13]3[CH2:18][CH2:17][O:16][CH2:15][C:14]3=[O:19])=[CH:9][CH:8]=2)[CH2:5][C@H:4]([CH2:20][NH:21][C:29]([C:28]2[CH:27]=[CH:26][CH:25]=[CH:24][C:23]=2[C:22]([OH:39])=[O:31])=[O:30])[O:3]1, predict the reactants needed to synthesize it. The reactants are: [O:1]=[C:2]1[N:6]([C:7]2[CH:12]=[CH:11][C:10]([N:13]3[CH2:18][CH2:17][O:16][CH2:15][C:14]3=[O:19])=[CH:9][CH:8]=2)[CH2:5][C@H:4]([CH2:20][N:21]2[C:29](=[O:30])[C:28]3[C:23](=[CH:24][CH:25]=[CH:26][CH:27]=3)[C:22]2=[O:31])[O:3]1.[S-2].[Na+].[Na+].[SH-].[SH-].[Na+].S.[OH2:39]. (7) Given the product [Cl:15][C:16]1[CH:21]=[CH:20][C:19]([N:22]2[C:2](=[O:3])[C:4]3([CH2:6][CH:5]3[C:7]([O:9][CH2:10][CH3:11])=[O:8])[C:12](=[O:13])[NH:29][C:24]3[CH:25]=[CH:26][CH:27]=[CH:28][C:23]2=3)=[CH:18][CH:17]=1, predict the reactants needed to synthesize it. The reactants are: Cl[C:2]([C:4]1([C:12](Cl)=[O:13])[CH2:6][CH:5]1[C:7]([O:9][CH2:10][CH3:11])=[O:8])=[O:3].[Cl:15][C:16]1[CH:21]=[CH:20][C:19]([NH:22][C:23]2[C:24]([NH2:29])=[CH:25][CH:26]=[CH:27][CH:28]=2)=[CH:18][CH:17]=1. (8) The reactants are: O[CH:2]1[CH2:6][O:5][CH2:4][CH:3]1[C:7]([O:9][C:10]([CH3:13])([CH3:12])[CH3:11])=[O:8].C1C=CC(P(C2C=CC=CC=2)C2C=CC=CC=2)=CC=1.CC(OC(/N=N/C(OC(C)C)=O)=O)C. Given the product [O:5]1[CH2:6][CH:2]=[C:3]([C:7]([O:9][C:10]([CH3:13])([CH3:12])[CH3:11])=[O:8])[CH2:4]1, predict the reactants needed to synthesize it. (9) Given the product [F:20][C:14]1[CH:15]=[CH:16][C:17]([F:19])=[CH:18][C:13]=1[C:11]1[S:10][C:9]([CH2:27][O:28][CH2:29][O:30][CH3:31])([C:21]2[CH:22]=[CH:23][CH:24]=[CH:25][CH:26]=2)[N:8]([C:6]2[O:7][C:47]([CH3:48])=[N:4][N:5]=2)[N:12]=1, predict the reactants needed to synthesize it. The reactants are: C([NH:4][NH:5][C:6]([N:8]1[N:12]=[C:11]([C:13]2[CH:18]=[C:17]([F:19])[CH:16]=[CH:15][C:14]=2[F:20])[S:10][C:9]1([CH2:27][O:28][CH2:29][O:30][CH3:31])[C:21]1[CH:26]=[CH:25][CH:24]=[CH:23][CH:22]=1)=[O:7])(=O)C.CCN(C(C)C)C(C)C.O=P(Cl)(Cl)Cl.Cl[CH:47](Cl)[CH3:48]. (10) Given the product [Si:1]([O:8][C:9]1[CH:18]=[C:17]2[C:12]([CH:13]=[CH:14][C:15]([CH:19]=[O:20])=[CH:16]2)=[CH:11][CH:10]=1)([C:4]([CH3:7])([CH3:6])[CH3:5])([CH3:3])[CH3:2], predict the reactants needed to synthesize it. The reactants are: [Si:1]([O:8][C:9]1[CH:18]=[C:17]2[C:12]([CH:13]=[CH:14][C:15]([C:19](OC)=[O:20])=[CH:16]2)=[CH:11][CH:10]=1)([C:4]([CH3:7])([CH3:6])[CH3:5])([CH3:3])[CH3:2].[H-].[H-].[H-].[H-].[Li+].[Al+3].